From a dataset of Forward reaction prediction with 1.9M reactions from USPTO patents (1976-2016). Predict the product of the given reaction. (1) Given the reactants [C:1]([CH:6]=P(C1C=CC=CC=1)(C1C=CC=CC=1)C1C=CC=CC=1)([O:3][CH2:4][CH3:5])=[O:2].[F:26][C:27]1[C:32]([F:33])=[CH:31][CH:30]=[CH:29][C:28]=1[C@@H:34]1[CH2:44][CH2:43][C:42](=O)[C:37]2=[N:38][CH:39]=[CH:40][CH:41]=[C:36]2[C@H:35]1[NH:46][C:47](=[O:53])[O:48][C:49]([CH3:52])([CH3:51])[CH3:50], predict the reaction product. The product is: [C:49]([O:48][C:47]([NH:46][C@@H:35]1[C:36]2[C:37](=[N:38][CH:39]=[CH:40][CH:41]=2)/[C:42](=[CH:6]/[C:1]([O:3][CH2:4][CH3:5])=[O:2])/[CH2:43][CH2:44][C@H:34]1[C:28]1[CH:29]=[CH:30][CH:31]=[C:32]([F:33])[C:27]=1[F:26])=[O:53])([CH3:51])([CH3:52])[CH3:50]. (2) Given the reactants [C:1]([C:4]1[CH:11]=[CH:10][CH:9]=[CH:8][C:5]=1[CH:6]=O)(=[O:3])[CH3:2].[CH3:12][N:13]1[CH2:18][CH2:17][NH:16][CH2:15][CH2:14]1.[BH-](OC(C)=O)(OC(C)=O)OC(C)=O.[Na+].C(O)(=O)C, predict the reaction product. The product is: [CH3:12][N:13]1[CH2:18][CH2:17][N:16]([CH2:6][C:5]2[CH:8]=[CH:9][CH:10]=[CH:11][C:4]=2[C:1](=[O:3])[CH3:2])[CH2:15][CH2:14]1. (3) Given the reactants C(N(CC)CC)C.[OH:8][CH:9]1[CH2:14][CH2:13][N:12]([C:15]([O:17][C:18]([CH3:21])([CH3:20])[CH3:19])=[O:16])[CH2:11][CH2:10]1.[CH3:22][S:23](Cl)(=[O:25])=[O:24], predict the reaction product. The product is: [CH3:22][S:23]([O:8][CH:9]1[CH2:10][CH2:11][N:12]([C:15]([O:17][C:18]([CH3:21])([CH3:20])[CH3:19])=[O:16])[CH2:13][CH2:14]1)(=[O:25])=[O:24]. (4) Given the reactants C[O:2][C:3]1[CH:4]=[C:5]2[C:9](=[CH:10][CH:11]=1)[NH:8][C:7](=[O:12])[C:6]2=[O:13].B(Br)(Br)Br, predict the reaction product. The product is: [OH:2][C:3]1[CH:4]=[C:5]2[C:9](=[CH:10][CH:11]=1)[NH:8][C:7](=[O:12])[C:6]2=[O:13]. (5) Given the reactants [F:1][C:2]1[CH:3]=[C:4]([CH:7]=[CH:8][C:9]=1[F:10])[CH:5]=O.[NH3:11].C[Si]([C:16]#[N:17])(C)C.CCCCCC.CCOC(C)=O, predict the reaction product. The product is: [NH2:11][CH:5]([C:4]1[CH:7]=[CH:8][C:9]([F:10])=[C:2]([F:1])[CH:3]=1)[C:16]#[N:17]. (6) The product is: [F:8][C:6]1[CH:5]=[CH:4][C:3]([O:9][CH2:10][CH2:11][O:12][CH3:13])=[C:2]([B:14]2[O:18][C:17]([CH3:20])([CH3:19])[C:16]([CH3:22])([CH3:21])[O:15]2)[CH:7]=1. Given the reactants Br[C:2]1[CH:7]=[C:6]([F:8])[CH:5]=[CH:4][C:3]=1[O:9][CH2:10][CH2:11][O:12][CH3:13].[B:14]1([B:14]2[O:18][C:17]([CH3:20])([CH3:19])[C:16]([CH3:22])([CH3:21])[O:15]2)[O:18][C:17]([CH3:20])([CH3:19])[C:16]([CH3:22])([CH3:21])[O:15]1.C([O-])(=O)C.[K+], predict the reaction product. (7) Given the reactants [Cl:1][C:2]1[CH:7]=[C:6]([O:8][CH3:9])[CH:5]=[C:4]([O:10][CH3:11])[CH:3]=1.O=P12OP3(OP(OP(O3)(O1)=O)(=O)O2)=O.CS(O)(=O)=O.[O:31]=[C:32]1[NH:37][C@H:36](C(O)=O)[CH2:35][CH2:34][CH2:33]1, predict the reaction product. The product is: [Cl:1][C:2]1[CH:3]=[C:4]([O:10][CH3:11])[C:5]([CH:36]2[NH:37][C:32](=[O:31])[CH2:33][CH2:34][CH2:35]2)=[C:6]([O:8][CH3:9])[CH:7]=1. (8) The product is: [CH2:15]([O:14][C:8]1[CH:7]=[C:6]2[C:11]([C:12]([OH:13])=[C:3]([NH:2][C:29](=[O:32])[CH2:30][CH3:31])[CH:4]=[N:5]2)=[CH:10][CH:9]=1)[C:16]1[CH:17]=[CH:18][CH:19]=[CH:20][CH:21]=1. Given the reactants Cl.[NH2:2][C:3]1[CH:4]=[N:5][C:6]2[C:11]([C:12]=1[OH:13])=[CH:10][CH:9]=[C:8]([O:14][CH2:15][C:16]1[CH:21]=[CH:20][CH:19]=[CH:18][CH:17]=1)[CH:7]=2.C(N(CC)CC)C.[C:29](Cl)(=[O:32])[CH2:30][CH3:31], predict the reaction product.